Predict the reactants needed to synthesize the given product. From a dataset of Full USPTO retrosynthesis dataset with 1.9M reactions from patents (1976-2016). (1) Given the product [O:12]1[C:1](=[O:11])[CH2:2][CH2:3][CH2:4][CH2:5][CH2:6][CH2:7][C:8]1=[O:10], predict the reactants needed to synthesize it. The reactants are: [C:1]([OH:12])(=[O:11])[CH2:2][CH2:3][CH2:4][CH2:5][CH2:6][CH2:7][C:8]([OH:10])=O. (2) Given the product [Cl:7][C:8]1[CH:9]=[C:10]([C:16]([F:19])([F:18])[F:17])[CH:11]=[C:12]([Cl:15])[C:13]=1[N:21]1[C:24]2[C:9](=[CH:8][CH:13]=[CH:12][CH:11]=2)[C:10]([C:1](=[O:4])[C:16]([F:19])([F:18])[F:17])=[CH:20]1, predict the reactants needed to synthesize it. The reactants are: [C:1](=[O:4])([O-])[O-].[K+].[K+].[Cl:7][C:8]1[CH:9]=[C:10]([C:16]([F:19])([F:18])[F:17])[CH:11]=[C:12]([Cl:15])[C:13]=1F.[CH3:20][N:21]([CH3:24])C=O. (3) The reactants are: [F:1][C:2]1([F:36])[CH2:5][CH:4]([CH2:6][O:7][CH2:8][C:9]2[CH:14]=[C:13]([C:15]([O:17]CC)=[CH2:16])[N:12]=[C:11]([NH:20][C:21]3[CH:26]=[CH:25][C:24]([C:27]4[CH:32]=[C:31]([CH3:33])[N:30]=[N:29][CH:28]=4)=[C:23]([O:34][CH3:35])[CH:22]=3)[N:10]=2)[CH2:3]1.O.Cl. Given the product [F:36][C:2]1([F:1])[CH2:5][CH:4]([CH2:6][O:7][CH2:8][C:9]2[N:10]=[C:11]([NH:20][C:21]3[CH:26]=[CH:25][C:24]([C:27]4[CH:32]=[C:31]([CH3:33])[N:30]=[N:29][CH:28]=4)=[C:23]([O:34][CH3:35])[CH:22]=3)[N:12]=[C:13]([C:15](=[O:17])[CH3:16])[CH:14]=2)[CH2:3]1, predict the reactants needed to synthesize it. (4) The reactants are: [Cl:1][C:2]1[C:3]2[CH:13]=[C:12]([O:14][CH3:15])[C:11]([O:16][CH3:17])=[CH:10][C:4]=2[S:5][C:6]=1[C:7](Cl)=[O:8].[CH3:18][CH:19]1[O:24][CH:23]([CH3:25])[CH2:22][NH:21][CH2:20]1.C(N(CC)CC)C.Cl. Given the product [Cl:1][C:2]1[C:3]2[CH:13]=[C:12]([O:14][CH3:15])[C:11]([O:16][CH3:17])=[CH:10][C:4]=2[S:5][C:6]=1[C:7]([N:21]1[CH2:20][CH:19]([CH3:18])[O:24][CH:23]([CH3:25])[CH2:22]1)=[O:8], predict the reactants needed to synthesize it. (5) The reactants are: [Br:1][C:2]1[CH:7]=[CH:6][C:5]([OH:8])=[CH:4][C:3]=1[CH3:9].[I-].[H-].[Na+].[CH2:13](Br)[C:14]1[CH:19]=[CH:18][CH:17]=[CH:16][CH:15]=1. Given the product [CH2:13]([O:8][C:5]1[CH:6]=[CH:7][C:2]([Br:1])=[C:3]([CH3:9])[CH:4]=1)[C:14]1[CH:19]=[CH:18][CH:17]=[CH:16][CH:15]=1, predict the reactants needed to synthesize it.